From a dataset of Reaction yield outcomes from USPTO patents with 853,638 reactions. Predict the reaction yield, written as a fraction of the theoretical maximum amount of product (1.0 means a 100% yield; for example, 0.34 means a 34% yield). (1) The reactants are [CH2:1]([O:8][C:9]1[CH:14]=[CH:13][CH:12]=[CH:11][C:10]=1[C:15]1[O:19][N:18]=[C:17]([C:20]([NH:22][CH2:23][C:24]([OH:26])=O)=[O:21])[CH:16]=1)[C:2]1[CH:7]=[CH:6][CH:5]=[CH:4][CH:3]=1.CCN(C(C)C)C(C)C.C1C=CC2N(O)N=NC=2C=1.CCN=C=NCCCN(C)C.Cl.Cl.[Cl:59][C:60]1[CH:72]=[CH:71][CH:70]=[CH:69][C:61]=1[O:62][CH:63]1[CH2:68][CH2:67][NH:66][CH2:65][CH2:64]1. The catalyst is CN(C=O)C.O. The product is [Cl:59][C:60]1[CH:72]=[CH:71][CH:70]=[CH:69][C:61]=1[O:62][CH:63]1[CH2:68][CH2:67][N:66]([C:24](=[O:26])[CH2:23][NH:22][C:20]([C:17]2[CH:16]=[C:15]([C:10]3[CH:11]=[CH:12][CH:13]=[CH:14][C:9]=3[O:8][CH2:1][C:2]3[CH:7]=[CH:6][CH:5]=[CH:4][CH:3]=3)[O:19][N:18]=2)=[O:21])[CH2:65][CH2:64]1. The yield is 0.730. (2) The reactants are [Br:1][C:2]1[C:3](=[O:10])[N:4]([CH3:9])[CH:5]=[C:6](I)[CH:7]=1.[C:11]([O:14][CH2:15][C:16]1[C:17]([N:31]2[CH2:42][CH2:41][N:40]3[C:33](=[CH:34][C:35]4[CH2:36][C:37]([CH3:44])([CH3:43])[CH2:38][C:39]=43)[C:32]2=[O:45])=[N:18][CH:19]=[CH:20][C:21]=1B1OC(C)(C)C(C)(C)O1)(=[O:13])[CH3:12].[O-]P([O-])([O-])=O.[K+].[K+].[K+].C([O-])(=O)C.[Na+]. The catalyst is C1C=CC(P(C2C=CC=CC=2)[C-]2C=CC=C2)=CC=1.C1C=CC(P(C2C=CC=CC=2)[C-]2C=CC=C2)=CC=1.Cl[Pd]Cl.[Fe+2].O.C(#N)C. The product is [C:11]([O:14][CH2:15][C:16]1[C:17]([N:31]2[CH2:42][CH2:41][N:40]3[C:33](=[CH:34][C:35]4[CH2:36][C:37]([CH3:44])([CH3:43])[CH2:38][C:39]=43)[C:32]2=[O:45])=[N:18][CH:19]=[CH:20][C:21]=1[C:6]1[CH:7]=[C:2]([Br:1])[C:3](=[O:10])[N:4]([CH3:9])[CH:5]=1)(=[O:13])[CH3:12]. The yield is 0.220. (3) The reactants are [C:1]([C:5]1([C:8]2[CH:13]=[CH:12][C:11]([C:14]3[CH:19]=[CH:18][C:17]([O:20][C:21]([F:24])([F:23])[F:22])=[CH:16][CH:15]=3)=[CH:10][N:9]=2)[CH2:7][O:6]1)([CH3:4])([CH3:3])[CH3:2].[NH:25]1[CH:29]=[N:28][N:27]=[N:26]1.C([O-])([O-])=O.[K+].[K+].O. The catalyst is CS(C)=O. The product is [CH3:2][C:1]([CH3:4])([CH3:3])[C:5]([C:8]1[CH:13]=[CH:12][C:11]([C:14]2[CH:15]=[CH:16][C:17]([O:20][C:21]([F:24])([F:23])[F:22])=[CH:18][CH:19]=2)=[CH:10][N:9]=1)([OH:6])[CH2:7][N:25]1[CH:29]=[N:28][N:27]=[N:26]1. The yield is 0.150. (4) The reactants are [NH2:1][C:2]1[N:7]2[CH:8]=[C:9]([CH2:11][CH2:12][CH3:13])[N:10]=[C:6]2[C:5]([C:14]([NH:16][CH2:17][CH:18]2[CH2:23][CH2:22][N:21]([CH2:24][CH2:25][CH2:26][CH3:27])[CH2:20][CH2:19]2)=[O:15])=[CH:4][C:3]=1[Cl:28].[C:29]1([CH3:39])[CH:34]=[CH:33][C:32]([S:35]([OH:38])(=[O:37])=[O:36])=[CH:31][CH:30]=1. The catalyst is CO. The product is [C:29]1([CH3:39])[CH:30]=[CH:31][C:32]([S:35]([OH:38])(=[O:36])=[O:37])=[CH:33][CH:34]=1.[NH2:1][C:2]1[N:7]2[CH:8]=[C:9]([CH2:11][CH2:12][CH3:13])[N:10]=[C:6]2[C:5]([C:14]([NH:16][CH2:17][CH:18]2[CH2:19][CH2:20][N:21]([CH2:24][CH2:25][CH2:26][CH3:27])[CH2:22][CH2:23]2)=[O:15])=[CH:4][C:3]=1[Cl:28]. The yield is 0.760. (5) The reactants are [CH2:1]([C:7]([OH:9])=[O:8])[C@@H:2]([OH:6])[C:3]([OH:5])=[O:4].CO[C:12](OC)([CH3:14])[CH3:13]. The catalyst is C1(C)C=CC=CC=1. The product is [CH3:13][C:12]1([CH3:14])[O:6][C@H:2]([CH2:1][C:7]([OH:9])=[O:8])[C:3](=[O:5])[O:4]1. The yield is 0.810. (6) The reactants are [CH3:1][O:2][C:3]([C:5]1([CH2:11][CH:12]=C)[CH2:10][CH2:9][CH2:8][CH2:7][CH2:6]1)=[O:4].I([O-])(=O)(=O)=[O:15].[Na+]. The catalyst is C(O)(C)C.O.[Os](=O)(=O)(=O)=O. The product is [CH3:1][O:2][C:3]([C:5]1([CH2:11][CH:12]=[O:15])[CH2:10][CH2:9][CH2:8][CH2:7][CH2:6]1)=[O:4]. The yield is 0.310. (7) The yield is 0.600. The reactants are [CH2:1]([O:3][C:4](=[O:29])[CH2:5][CH2:6][C:7]1[N:8]([C:19]2[CH:24]=[CH:23][C:22]([C:25](=[O:27])[NH2:26])=[CH:21][C:20]=2[CH3:28])[C:9]([C:12]2[CH:17]=[CH:16][C:15]([NH2:18])=[CH:14][CH:13]=2)=[CH:10][CH:11]=1)[CH3:2].[C:30](O)(=[O:33])[CH2:31][OH:32].CN(C(ON1N=NC2C=CC=CC1=2)=[N+](C)C)C.[B-](F)(F)(F)F.C(Cl)CCl. The catalyst is CN(C)C=O.O. The product is [CH2:1]([O:3][C:4](=[O:29])[CH2:5][CH2:6][C:7]1[N:8]([C:19]2[CH:24]=[CH:23][C:22]([C:25](=[O:27])[NH2:26])=[CH:21][C:20]=2[CH3:28])[C:9]([C:12]2[CH:13]=[CH:14][C:15]([NH:18][C:31](=[O:32])[CH2:30][OH:33])=[CH:16][CH:17]=2)=[CH:10][CH:11]=1)[CH3:2].